This data is from Full USPTO retrosynthesis dataset with 1.9M reactions from patents (1976-2016). The task is: Predict the reactants needed to synthesize the given product. (1) Given the product [CH3:1][O:2][C:3]1[CH:11]=[C:10]([N+:12]([O-:14])=[O:13])[CH:9]=[CH:8][C:4]=1[C:5]([NH:20][NH2:21])=[O:6], predict the reactants needed to synthesize it. The reactants are: [CH3:1][O:2][C:3]1[CH:11]=[C:10]([N+:12]([O-:14])=[O:13])[CH:9]=[CH:8][C:4]=1[C:5](O)=[O:6].S(Cl)(Cl)=O.O.[NH2:20][NH2:21]. (2) Given the product [CH3:19][O:13][C:12]([CH:6]1[CH2:5][C:4]2[C:9](=[CH:10][CH:11]=[C:2]([F:1])[CH:3]=2)[CH2:8][NH:7]1)=[O:14], predict the reactants needed to synthesize it. The reactants are: [F:1][C:2]1[CH:3]=[C:4]2[C:9](=[CH:10][CH:11]=1)[CH2:8][NH:7][CH:6]([C:12]([OH:14])=[O:13])[CH2:5]2.O=S(Cl)Cl.[CH3:19]O.